Dataset: Full USPTO retrosynthesis dataset with 1.9M reactions from patents (1976-2016). Task: Predict the reactants needed to synthesize the given product. (1) Given the product [CH2:17]([O:19][C:20]1[CH:46]=[CH:45][C:23]([CH2:24][C:25]2[CH:26]=[C:27]([C@H:32]3[C@H:37]([OH:38])[C@@H:36]([OH:39])[C@H:35]([OH:40])[C@@H:34]([CH2:41][OH:42])[O:33]3)[CH:28]=[CH:29][C:30]=2[Cl:31])=[CH:22][CH:21]=1)[CH3:18], predict the reactants needed to synthesize it. The reactants are: C([SiH](CC)CC)C.B(F)(F)F.CCOCC.[CH2:17]([O:19][C:20]1[CH:46]=[CH:45][C:23]([CH2:24][C:25]2[CH:26]=[C:27]([C:32]3(OC)[C@H:37]([OH:38])[C@@H:36]([OH:39])[C@H:35]([OH:40])[C@@H:34]([CH2:41][OH:42])[O:33]3)[CH:28]=[CH:29][C:30]=2[Cl:31])=[CH:22][CH:21]=1)[CH3:18]. (2) Given the product [CH2:18]([N:14]1[C:7]2[N:8]=[C:9]([S:12][CH3:13])[N:10]=[CH:11][C:6]=2[CH:5]=[C:4]([CH3:3])[C:15]1=[O:16])[CH3:19], predict the reactants needed to synthesize it. The reactants are: [H-].[Na+].[CH3:3][C:4]1[C:15](=[O:16])[NH:14][C:7]2[N:8]=[C:9]([S:12][CH3:13])[N:10]=[CH:11][C:6]=2[CH:5]=1.I[CH2:18][CH3:19]. (3) Given the product [CH3:34][S:35]([O:24][CH2:23][C:20]1[CH:19]=[CH:18][C:17]([CH2:16][N:6]2[C:5]([O:25][CH3:26])=[N:4][C:3]3[C:7]2=[N:8][C:9]([O:11][CH2:12][CH2:13][CH2:14][CH3:15])=[N:10][C:2]=3[NH2:1])=[CH:22][CH:21]=1)(=[O:37])=[O:36], predict the reactants needed to synthesize it. The reactants are: [NH2:1][C:2]1[N:10]=[C:9]([O:11][CH2:12][CH2:13][CH2:14][CH3:15])[N:8]=[C:7]2[C:3]=1[N:4]=[C:5]([O:25][CH3:26])[N:6]2[CH2:16][C:17]1[CH:22]=[CH:21][C:20]([CH2:23][OH:24])=[CH:19][CH:18]=1.C(N(CC)CC)C.[CH3:34][S:35](Cl)(=[O:37])=[O:36]. (4) Given the product [C:11]1([C:17]([C:34]2[CH:39]=[CH:38][CH:37]=[CH:36][CH:35]=2)([C:28]2[CH:33]=[CH:32][CH:31]=[CH:30][CH:29]=2)[N:18]2[CH:22]=[C:21]([C@@H:23]3[CH2:25][C@H:24]3[C:26]#[N:6])[N:20]=[CH:19]2)[CH:16]=[CH:15][CH:14]=[CH:13][CH:12]=1, predict the reactants needed to synthesize it. The reactants are: Cl.NO.C([N:6](CC)CC)C.[C:11]1([C:17]([C:34]2[CH:39]=[CH:38][CH:37]=[CH:36][CH:35]=2)([C:28]2[CH:33]=[CH:32][CH:31]=[CH:30][CH:29]=2)[N:18]2[CH:22]=[C:21]([CH:23]3[CH2:25][CH:24]3[CH:26]=O)[N:20]=[CH:19]2)[CH:16]=[CH:15][CH:14]=[CH:13][CH:12]=1.C1(=O)OC(=O)C2=CC=CC=C12. (5) Given the product [CH3:2][O:3][C:4](=[O:9])[CH:5]([CH2:7][OH:8])[NH:6][CH:21]([CH3:23])[CH3:20], predict the reactants needed to synthesize it. The reactants are: Cl.[CH3:2][O:3][C:4](=[O:9])[CH:5]([CH2:7][OH:8])[NH2:6].S([O-])([O-])(=O)=O.[Na+].[Na+].C[O-].[Na+].[CH3:20][C:21]([CH3:23])=O. (6) Given the product [F:18][C:9]1[CH:8]=[C:7]2[C:6]([C:5](=[O:4])[NH:25][C:20]([CH3:21])=[N:19]2)=[CH:11][C:10]=1[N:12]1[CH2:17][CH2:16][O:15][CH2:14][CH2:13]1, predict the reactants needed to synthesize it. The reactants are: C([O:4][C:5](=O)[C:6]1[CH:11]=[C:10]([N:12]2[CH2:17][CH2:16][O:15][CH2:14][CH2:13]2)[C:9]([F:18])=[CH:8][C:7]=1[NH:19][C:20](=O)[CH3:21])(=O)C.[OH-].[NH4+:25].Cl. (7) The reactants are: [C:1]([O:4][C@@H:5]1[C@@H:10]([O:11][C:12](=[O:14])[CH3:13])[C@H:9]([O:15][C:16](=[O:18])[CH3:17])[C@@H:8]([CH2:19][O:20][C:21](=[O:23])[CH3:22])[O:7][C@H:6]1[O:24][C:25]1[C:29]([CH2:30][C:31]2[CH:36]=[CH:35][C:34](/[CH:37]=[CH:38]/[C:39](O)=[O:40])=[CH:33][CH:32]=2)=[C:28]([CH:42]([CH3:44])[CH3:43])[NH:27][N:26]=1)(=[O:3])[CH3:2].Cl.C(N=C=NCCCN(C)C)C.ON1C2C=CC=CC=2N=N1.[NH2:67][C:68]([CH3:73])([CH3:72])[C:69]([OH:71])=[O:70]. Given the product [C:1]([O:4][C@@H:5]1[C@@H:10]([O:11][C:12](=[O:14])[CH3:13])[C@H:9]([O:15][C:16](=[O:18])[CH3:17])[C@@H:8]([CH2:19][O:20][C:21](=[O:23])[CH3:22])[O:7][C@H:6]1[O:24][C:25]1[C:29]([CH2:30][C:31]2[CH:32]=[CH:33][C:34](/[CH:37]=[CH:38]/[C:39](=[O:40])[NH:67][C:68]([C:69]([OH:71])=[O:70])([CH3:73])[CH3:72])=[CH:35][CH:36]=2)=[C:28]([CH:42]([CH3:44])[CH3:43])[NH:27][N:26]=1)(=[O:3])[CH3:2], predict the reactants needed to synthesize it. (8) Given the product [NH2:8][C@@H:9]1[CH2:13][C:12]([CH3:19])([C:14]([O:16][CH2:17][CH3:18])=[O:15])[C@H:11]([CH2:20][CH3:21])[CH2:10]1.[NH2:36][C@H:37]1[CH2:41][C:40]([CH3:47])([C:42]([O:44][CH2:45][CH3:46])=[O:43])[C@@H:39]([CH2:48][CH3:49])[CH2:38]1, predict the reactants needed to synthesize it. The reactants are: C([N:8](CC1C=CC=CC=1)[C@@H:9]1[CH2:13][C:12]([CH3:19])([C:14]([O:16][CH2:17][CH3:18])=[O:15])[C@H:11]([CH2:20][CH3:21])[CH2:10]1)C1C=CC=CC=1.C([N:36](CC1C=CC=CC=1)[C@H:37]1[CH2:41][C:40]([CH3:47])([C:42]([O:44][CH2:45][CH3:46])=[O:43])[C@@H:39]([CH2:48][CH3:49])[CH2:38]1)C1C=CC=CC=1. (9) Given the product [N:1]([CH2:6][CH2:5][CH2:11][S:8]([OH:10])(=[O:9])=[O:7])=[N+:2]=[N-:3], predict the reactants needed to synthesize it. The reactants are: [N-:1]=[N+:2]=[N-:3].[Na+].[CH2:5]1[CH2:11][S:8](=[O:10])(=[O:9])[O:7][CH2:6]1.